The task is: Predict the product of the given reaction.. This data is from Forward reaction prediction with 1.9M reactions from USPTO patents (1976-2016). Given the reactants [Cl:1][C:2]1[C:6]([CH3:7])=[N:5][N:4]([CH3:8])[C:3]=1[C:9]([OH:11])=O.C(N(C(C)C)CC)(C)C.[C:21]1([C:27]2[N:28]=[C:29]3[N:34]=[C:33]([NH2:35])[CH:32]=[CH:31][N:30]3[CH:36]=2)[CH:26]=[CH:25][CH:24]=[CH:23][CH:22]=1, predict the reaction product. The product is: [C:21]1([C:27]2[N:28]=[C:29]3[N:34]=[C:33]([NH:35][C:9]([C:3]4[N:4]([CH3:8])[N:5]=[C:6]([CH3:7])[C:2]=4[Cl:1])=[O:11])[CH:32]=[CH:31][N:30]3[CH:36]=2)[CH:22]=[CH:23][CH:24]=[CH:25][CH:26]=1.